From a dataset of Peptide-MHC class II binding affinity with 134,281 pairs from IEDB. Regression. Given a peptide amino acid sequence and an MHC pseudo amino acid sequence, predict their binding affinity value. This is MHC class II binding data. The binding affinity (normalized) is 0.304. The MHC is DRB1_1201 with pseudo-sequence DRB1_1201. The peptide sequence is SSNLSWLSLDVSAAF.